Dataset: Forward reaction prediction with 1.9M reactions from USPTO patents (1976-2016). Task: Predict the product of the given reaction. (1) Given the reactants [Cl:1][C:2]1[N:7]=[C:6](Cl)[CH:5]=[C:4]([CH3:9])[N:3]=1.[OH:10][C:11]1[CH:37]=[CH:36][CH:35]=[CH:34][C:12]=1[CH2:13][NH:14][C:15]([NH:17][C:18]1[N:22]([C:23]2[CH:28]=[CH:27][C:26]([CH3:29])=[CH:25][CH:24]=2)[N:21]=[C:20]([C:30]([CH3:33])([CH3:32])[CH3:31])[CH:19]=1)=[O:16].[OH-].[Na+].[Cl-].[NH4+], predict the reaction product. The product is: [Cl:1][C:2]1[N:7]=[C:6]([O:10][C:11]2[CH:37]=[CH:36][CH:35]=[CH:34][C:12]=2[CH2:13][NH:14][C:15]([NH:17][C:18]2[N:22]([C:23]3[CH:28]=[CH:27][C:26]([CH3:29])=[CH:25][CH:24]=3)[N:21]=[C:20]([C:30]([CH3:32])([CH3:33])[CH3:31])[CH:19]=2)=[O:16])[CH:5]=[C:4]([CH3:9])[N:3]=1. (2) The product is: [CH3:1][O:2][C:3](=[O:10])[C:4]([CH3:9])([CH3:8])[CH:5]([O:7][S:17]([C:14]1[CH:15]=[CH:16][C:11]([CH3:21])=[CH:12][CH:13]=1)(=[O:19])=[O:18])[CH3:6]. Given the reactants [CH3:1][O:2][C:3](=[O:10])[C:4]([CH3:9])([CH3:8])[CH:5]([OH:7])[CH3:6].[C:11]1([CH3:21])[CH:16]=[CH:15][C:14]([S:17](Cl)(=[O:19])=[O:18])=[CH:13][CH:12]=1.Cl, predict the reaction product. (3) Given the reactants [CH3:1][N:2]([CH3:24])[S:3]([CH2:6][CH2:7][N:8]1[C:17]2[C:12](=[N:13][CH:14]=[CH:15][CH:16]=2)[C:11]([OH:18])=[C:10]([C:19]([O:21]C)=O)[C:9]1=[O:23])(=[O:5])=[O:4].[F:25][C:26]1[CH:33]=[CH:32][C:29]([CH2:30][NH2:31])=[CH:28][CH:27]=1, predict the reaction product. The product is: [CH3:24][N:2]([CH3:1])[S:3]([CH2:6][CH2:7][N:8]1[C:17]2[C:12](=[N:13][CH:14]=[CH:15][CH:16]=2)[C:11]([OH:18])=[C:10]([C:19]([NH:31][CH2:30][C:29]2[CH:32]=[CH:33][C:26]([F:25])=[CH:27][CH:28]=2)=[O:21])[C:9]1=[O:23])(=[O:5])=[O:4]. (4) Given the reactants [CH2:1]([C:5]1[N:9]([C:10]2[CH:15]=[CH:14][CH:13]=[CH:12][CH:11]=2)[N:8]=[C:7]([CH2:16][NH2:17])[C:6]=1[CH3:18])[CH:2]([CH3:4])[CH3:3].C(N(CC)CC)C.[C:26]1([S:32](Cl)(=[O:34])=[O:33])[CH:31]=[CH:30][CH:29]=[CH:28][CH:27]=1, predict the reaction product. The product is: [CH2:1]([C:5]1[N:9]([C:10]2[CH:15]=[CH:14][CH:13]=[CH:12][CH:11]=2)[N:8]=[C:7]([CH2:16][NH:17][S:32]([C:26]2[CH:31]=[CH:30][CH:29]=[CH:28][CH:27]=2)(=[O:34])=[O:33])[C:6]=1[CH3:18])[CH:2]([CH3:4])[CH3:3]. (5) Given the reactants [Br:1][C:2]1[CH:3]=[C:4]([C:17]([OH:19])=O)[N:5]([CH2:7][C:8]([C:10]2[CH:15]=[CH:14][C:13]([Cl:16])=[CH:12][CH:11]=2)=O)[CH:6]=1.[CH2:20]([NH2:23])[CH2:21][NH2:22], predict the reaction product. The product is: [Br:1][C:2]1[CH:3]=[C:4]2[C:17](=[O:19])[N:22]3[CH2:21][CH2:20][NH:23][C:8]3([C:10]3[CH:11]=[CH:12][C:13]([Cl:16])=[CH:14][CH:15]=3)[CH2:7][N:5]2[CH:6]=1. (6) Given the reactants [CH2:1]1[O:3][C@H:2]1[CH2:4][OH:5].C(N(CC)CC)C.[CH3:13][S:14](Cl)(=[O:16])=[O:15], predict the reaction product. The product is: [CH3:13][S:14]([O:5][CH2:4][C@@H:2]1[O:3][CH2:1]1)(=[O:16])=[O:15]. (7) Given the reactants FC(F)(F)[C:3](O)=[O:4].O[C:9]1([CH:18]=[CH:17][CH:16]=[CH:15][CH2:14]1)[C:10]([O:12][CH3:13])=[O:11].C1N2CN3CN(C2)CN1C3.[OH2:29], predict the reaction product. The product is: [CH:3]([C:15]1[CH:14]=[C:9]([CH:18]=[CH:17][C:16]=1[OH:29])[C:10]([O:12][CH3:13])=[O:11])=[O:4].